This data is from Full USPTO retrosynthesis dataset with 1.9M reactions from patents (1976-2016). The task is: Predict the reactants needed to synthesize the given product. Given the product [CH3:1][O:2][C:3]1[CH:26]=[C:25]([CH2:27][O:28][C:29]2[C:33](/[CH:34]=[CH:35]/[C:36]3[N:37]=[C:38]([N:42]4[CH2:43][CH2:44][O:45][CH2:46][CH2:47]4)[S:39][C:40]=3[CH3:41])=[CH:32][N:31]([C:48]3[CH:49]=[CH:50][CH:51]=[CH:52][CH:53]=3)[N:30]=2)[CH:24]=[CH:23][C:4]=1[O:5][CH2:6][C:7]1[N:8]=[C:9]([C:13]2[CH:14]=[C:15]([CH:20]=[CH:21][CH:22]=2)[C:16]([OH:18])=[O:17])[O:10][C:11]=1[CH3:12], predict the reactants needed to synthesize it. The reactants are: [CH3:1][O:2][C:3]1[CH:26]=[C:25]([CH2:27][O:28][C:29]2[C:33](/[CH:34]=[CH:35]/[C:36]3[N:37]=[C:38]([N:42]4[CH2:47][CH2:46][O:45][CH2:44][CH2:43]4)[S:39][C:40]=3[CH3:41])=[CH:32][N:31]([C:48]3[CH:53]=[CH:52][CH:51]=[CH:50][CH:49]=3)[N:30]=2)[CH:24]=[CH:23][C:4]=1[O:5][CH2:6][C:7]1[N:8]=[C:9]([C:13]2[CH:14]=[C:15]([CH:20]=[CH:21][CH:22]=2)[C:16]([O:18]C)=[O:17])[O:10][C:11]=1[CH3:12].O1CCCC1.[OH-].[Na+].Cl.